Dataset: Reaction yield outcomes from USPTO patents with 853,638 reactions. Task: Predict the reaction yield, written as a fraction of the theoretical maximum amount of product (1.0 means a 100% yield; for example, 0.34 means a 34% yield). (1) The product is [Cl:1][C:2]1[CH:3]=[C:4]([NH:9][C:10]2[C:19]3[C:14](=[CH:15][C:16]([O:25][CH3:26])=[C:17]([O:20][CH2:21][CH2:22][CH2:23][N:41]4[CH2:40][CH:36]5[CH:35]([N:34]([CH3:33])[CH2:39][CH2:38][CH2:37]5)[CH2:42]4)[CH:18]=3)[N:13]=[CH:12][N:11]=2)[CH:5]=[CH:6][C:7]=1[F:8]. The catalyst is CN(C=O)C. The reactants are [Cl:1][C:2]1[CH:3]=[C:4]([NH:9][C:10]2[C:19]3[C:14](=[CH:15][C:16]([O:25][CH3:26])=[C:17]([O:20][CH2:21][CH2:22][CH2:23]Cl)[CH:18]=3)[N:13]=[CH:12][N:11]=2)[CH:5]=[CH:6][C:7]=1[F:8].C([O-])([O-])=O.[K+].[K+].[CH3:33][N:34]1[CH2:39][CH2:38][CH2:37][CH:36]2[CH2:40][NH:41][CH2:42][CH:35]12. The yield is 0.350. (2) The reactants are Br[C:2]1[CH:12]=[CH:11][C:5]([C:6]([N:8]([CH3:10])[CH3:9])=[O:7])=[CH:4][C:3]=1[CH3:13].[CH:14]([B-](F)(F)F)=[CH2:15].[K+].C1C=CC(P(C2C=CC=CC=2)C2C=CC=CC=2)=CC=1.C([O-])([O-])=O.[Cs+].[Cs+].N#N. The catalyst is C1COCC1.Cl[Pd]Cl.O. The product is [CH3:13][C:3]1[CH:4]=[C:5]([CH:11]=[CH:12][C:2]=1[CH:14]=[CH2:15])[C:6]([N:8]([CH3:10])[CH3:9])=[O:7]. The yield is 0.900.